Task: Predict the reaction yield, written as a fraction of the theoretical maximum amount of product (1.0 means a 100% yield; for example, 0.34 means a 34% yield).. Dataset: Reaction yield outcomes from USPTO patents with 853,638 reactions (1) The reactants are [CH3:1][NH2:2].[C:3]([C:5]1[N:10]=[CH:9][C:8]([S:11](Cl)(=[O:13])=[O:12])=[CH:7][CH:6]=1)#[N:4]. The catalyst is CN(C1C=CN=CC=1)C.ClCCl. The product is [C:3]([C:5]1[N:10]=[CH:9][C:8]([S:11]([NH:2][CH3:1])(=[O:13])=[O:12])=[CH:7][CH:6]=1)#[N:4]. The yield is 0.740. (2) The reactants are N[C:2]1[CH:11]=[CH:10][C:9]([Cl:12])=[CH:8][C:3]=1[C:4]([NH:6][CH3:7])=[O:5].Cl. The catalyst is N1C=CC=CC=1. The product is [Cl:12][C:9]1[CH:10]=[CH:11][CH:2]=[C:3]([CH:8]=1)[C:4]([NH:6][CH3:7])=[O:5]. The yield is 0.430. (3) The reactants are NC(N)=O.[CH3:5][O:6][CH2:7][CH2:8][N:9]([CH2:22][CH2:23][O:24][CH3:25])[S:10]([C:13]1[C:18]([Cl:19])=[CH:17][CH:16]=[C:15]([NH2:20])[C:14]=1[OH:21])(=[O:12])=[O:11].[Br:26][C:27]1[CH:32]=[CH:31][CH:30]=[CH:29][C:28]=1[N:33]=[C:34]=[O:35]. No catalyst specified. The product is [Br:26][C:27]1[CH:32]=[CH:31][CH:30]=[CH:29][C:28]=1[NH:33][C:34]([NH:20][C:15]1[CH:16]=[CH:17][C:18]([Cl:19])=[C:13]([S:10]([N:9]([CH2:8][CH2:7][O:6][CH3:5])[CH2:22][CH2:23][O:24][CH3:25])(=[O:11])=[O:12])[C:14]=1[OH:21])=[O:35]. The yield is 0.610. (4) The reactants are [C:1]1([CH2:11][C:12]([OH:14])=[O:13])([CH2:7][C:8]([OH:10])=O)[CH2:6][CH2:5][CH2:4][CH2:3][CH2:2]1.C(OC(=O)C)(=O)C. No catalyst specified. The product is [C:1]12([CH2:7][C:8](=[O:10])[O:14][C:12](=[O:13])[CH2:11]1)[CH2:2][CH2:3][CH2:4][CH2:5][CH2:6]2. The yield is 0.990. (5) The reactants are [CH3:1][C:2]1[CH:10]=[CH:9][C:8]2[N:4]([CH:5]=[C:6]([C:11]([O:13][CH2:14][CH3:15])=[O:12])[CH:7]=2)[CH:3]=1.F[B-](F)(F)F.C1(P(C2CCCC2)C2CCCC2)CCCC1.C([O-])([O-])=O.[Cs+].[Cs+].Cl[C:44]1[CH:49]=[CH:48][CH:47]=[CH:46][N:45]=1. The catalyst is CC([O-])=O.CC([O-])=O.[Pd+2].C1(C)C=CC=CC=1. The product is [CH3:1][C:2]1[CH:10]=[CH:9][C:8]2[N:4]([C:5]([C:44]3[CH:49]=[CH:48][CH:47]=[CH:46][N:45]=3)=[C:6]([C:11]([O:13][CH2:14][CH3:15])=[O:12])[CH:7]=2)[CH:3]=1. The yield is 0.200. (6) The catalyst is C1COCC1.CO.CCOC(C)=O. The product is [F:9][C:6]([F:7])([F:8])[C@:5]([OH:16])([C:10]1[S:14][C:13]([SH:15])=[N:12][CH:11]=1)[CH2:4][C:3]([OH:17])=[O:2]. The yield is 1.00. The reactants are C[O:2][C:3](=[O:17])[CH2:4][C@@:5]([OH:16])([C:10]1[S:14][C:13]([SH:15])=[N:12][CH:11]=1)[C:6]([F:9])([F:8])[F:7].[OH-].[K+].